From a dataset of Peptide-MHC class II binding affinity with 134,281 pairs from IEDB. Regression. Given a peptide amino acid sequence and an MHC pseudo amino acid sequence, predict their binding affinity value. This is MHC class II binding data. The peptide sequence is GATVAVDCRPFNGGE. The MHC is HLA-DQA10301-DQB10302 with pseudo-sequence HLA-DQA10301-DQB10302. The binding affinity (normalized) is 0.485.